This data is from Forward reaction prediction with 1.9M reactions from USPTO patents (1976-2016). The task is: Predict the product of the given reaction. (1) Given the reactants [CH2:1]([O:3][CH2:4][C:5]1[N:6]([CH2:18][CH2:19][C:20](OCC)=[O:21])[C:7]2[C:16]3[CH:15]=[CH:14][CH:13]=[CH:12][C:11]=3[N:10]=[CH:9][C:8]=2[N:17]=1)[CH3:2].[NH:25]1[CH2:30][CH2:29][O:28][CH2:27][CH2:26]1, predict the reaction product. The product is: [CH2:1]([O:3][CH2:4][C:5]1[N:6]([CH2:18][CH2:19][C:20]([N:25]2[CH2:30][CH2:29][O:28][CH2:27][CH2:26]2)=[O:21])[C:7]2[C:16]3[CH:15]=[CH:14][CH:13]=[CH:12][C:11]=3[N:10]=[CH:9][C:8]=2[N:17]=1)[CH3:2]. (2) Given the reactants C1N=CN(C(N2C=NC=C2)=O)C=1.[CH:13]1[C:18]([C:19]2[CH:20]=[CH:21][C:22]([F:26])=[CH:23][C:24]=2[F:25])=[CH:17][C:16]([C:27]([OH:29])=[O:28])=[C:15]([OH:30])[CH:14]=1.[CH:31](O)([CH3:33])[CH3:32].O, predict the reaction product. The product is: [F:25][C:24]1[CH:23]=[C:22]([F:26])[CH:21]=[CH:20][C:19]=1[C:18]1[CH:13]=[CH:14][C:15]([OH:30])=[C:16]([C:27]([O:29][CH:31]([CH3:33])[CH3:32])=[O:28])[CH:17]=1. (3) Given the reactants [CH2:1]([C:9]1[CH:21]=[CH:20][C:12]([C:13]([O:15]C(C)(C)C)=[O:14])=[C:11]([NH:22][C:23]2[CH:28]=[CH:27][C:26]([O:29][C:30]([F:33])([F:32])[F:31])=[CH:25][CH:24]=2)[CH:10]=1)[CH2:2][C:3]1[CH:8]=[CH:7][CH:6]=[CH:5][CH:4]=1, predict the reaction product. The product is: [CH2:1]([C:9]1[CH:21]=[CH:20][C:12]([C:13]([OH:15])=[O:14])=[C:11]([NH:22][C:23]2[CH:28]=[CH:27][C:26]([O:29][C:30]([F:31])([F:32])[F:33])=[CH:25][CH:24]=2)[CH:10]=1)[CH2:2][C:3]1[CH:4]=[CH:5][CH:6]=[CH:7][CH:8]=1. (4) Given the reactants [Br:1][C:2]1[CH:7]=[CH:6][C:5]([OH:8])=[C:4]([Cl:9])[CH:3]=1.C([O-])([O-])=O.[Cs+].[Cs+].P(OC1C=CC=CC=1)(OC1C=CC=CC=1)(O[CH2:19][CH2:20][C:21]([CH3:23])=[CH2:22])=O, predict the reaction product. The product is: [Br:1][C:2]1[CH:7]=[CH:6][C:5]([O:8][CH2:19][CH2:20][C:21]([CH3:23])=[CH2:22])=[C:4]([Cl:9])[CH:3]=1.